This data is from Full USPTO retrosynthesis dataset with 1.9M reactions from patents (1976-2016). The task is: Predict the reactants needed to synthesize the given product. (1) Given the product [CH2:1]([C:3]1[CH:8]=[C:7]([CH2:9][CH3:10])[CH:6]=[C:5]([CH2:11][CH3:12])[C:4]=1[C:13](=[O:22])[C:14]([N:16]([CH3:21])[NH2:17])=[O:15])[CH3:2], predict the reactants needed to synthesize it. The reactants are: [CH2:1]([C:3]1[CH:8]=[C:7]([CH2:9][CH3:10])[CH:6]=[C:5]([CH2:11][CH3:12])[C:4]=1[C:13](=[O:22])[C:14]([N:16]([CH3:21])[N:17]=C(C)C)=[O:15])[CH3:2].C(O)C.Cl.CCCCCC. (2) Given the product [CH3:15][N:14]([CH3:16])[C:12]1[C:11]([C:17]#[N:18])=[CH:10][C:9]2[NH:19][C:20](=[O:43])[CH2:21][C:22]([C:23]3[CH:28]=[CH:27][CH:26]=[C:25]([N:29]4[C:33]([CH2:34][OH:35])=[CH:32][N:31]=[N:30]4)[CH:24]=3)=[N:7][C:8]=2[CH:13]=1, predict the reactants needed to synthesize it. The reactants are: C(OC(=O)[NH:7][C:8]1[CH:13]=[C:12]([N:14]([CH3:16])[CH3:15])[C:11]([C:17]#[N:18])=[CH:10][C:9]=1[NH:19][C:20](=[O:43])[CH2:21][C:22](=O)[C:23]1[CH:28]=[CH:27][CH:26]=[C:25]([N:29]2[C:33]([CH2:34][O:35]C3CCCCO3)=[CH:32][N:31]=[N:30]2)[CH:24]=1)(C)(C)C.C(O)(C(F)(F)F)=O. (3) Given the product [Br:1][C:2]1[C:3]([CH2:22][C:23](=[O:25])[CH2:39][C:38]([O:44][CH2:45][CH3:46])=[O:43])=[CH:4][C:5]([NH:8][C:9]2[S:10][CH:11]=[C:12]([CH2:14][CH2:15][C:16]3[CH:17]=[CH:18][CH:19]=[CH:20][CH:21]=3)[N:13]=2)=[N:6][CH:7]=1, predict the reactants needed to synthesize it. The reactants are: [Br:1][C:2]1[C:3]([CH2:22][C:23]([OH:25])=O)=[CH:4][C:5]([NH:8][C:9]2[S:10][CH:11]=[C:12]([CH2:14][CH2:15][C:16]3[CH:21]=[CH:20][CH:19]=[CH:18][CH:17]=3)[N:13]=2)=[N:6][CH:7]=1.C(C1NC=CN=1)(C1NC=CN=1)=O.[C:38]([O:44][CH2:45][CH3:46])(=[O:43])[CH2:39]C([O-])=O.C([Mg]Cl)(C)C. (4) Given the product [N:1]1[CH:6]=[CH:5][CH:4]=[C:3]([C:7]2[N:8]=[N:9][N:10]([C:12]3[O:16][C:15]([C:17]([NH2:27])=[O:19])=[CH:14][CH:13]=3)[CH:11]=2)[CH:2]=1, predict the reactants needed to synthesize it. The reactants are: [N:1]1[CH:6]=[CH:5][CH:4]=[C:3]([C:7]2[N:8]=[N:9][N:10]([C:12]3[O:16][C:15]([C:17]([OH:19])=O)=[CH:14][CH:13]=3)[CH:11]=2)[CH:2]=1.C(Cl)(=O)C(Cl)=O.C[N:27](C)C=O.